From a dataset of Catalyst prediction with 721,799 reactions and 888 catalyst types from USPTO. Predict which catalyst facilitates the given reaction. (1) Reactant: CCN(CC)CC.Cl.[C:9](Cl)(=[O:16])[C:10]1[CH:15]=[CH:14][CH:13]=[N:12][CH:11]=1.[CH:18]1[C:30]2[CH2:29][C:28]3[C:23](=[CH:24][CH:25]=[C:26]([C:31]4[S:35][C:34]([NH2:36])=[N:33][CH:32]=4)[CH:27]=3)[C:22]=2[CH:21]=[CH:20][CH:19]=1. Product: [CH:18]1[C:30]2[CH2:29][C:28]3[C:23](=[CH:24][CH:25]=[C:26]([C:31]4[S:35][C:34]([NH:36][C:9](=[O:16])[C:10]5[CH:15]=[CH:14][CH:13]=[N:12][CH:11]=5)=[N:33][CH:32]=4)[CH:27]=3)[C:22]=2[CH:21]=[CH:20][CH:19]=1. The catalyst class is: 2. (2) Reactant: [CH3:1][C:2]1[CH:7]=[C:6]([CH3:8])[NH:5][C:4](=[O:9])[C:3]=1[CH2:10][NH:11][C:12]([C:14]1[C:18]([CH3:19])=[C:17]([N:20]([CH2:27][CH3:28])[CH:21]2[CH2:26][CH2:25][O:24][CH2:23][CH2:22]2)[S:16][C:15]=1[CH:29]1[CH2:33][CH2:32][N:31](C(OC(C)(C)C)=O)[CH2:30]1)=[O:13].Cl. Product: [CH3:1][C:2]1[CH:7]=[C:6]([CH3:8])[NH:5][C:4](=[O:9])[C:3]=1[CH2:10][NH:11][C:12]([C:14]1[C:18]([CH3:19])=[C:17]([N:20]([CH2:27][CH3:28])[CH:21]2[CH2:26][CH2:25][O:24][CH2:23][CH2:22]2)[S:16][C:15]=1[CH:29]1[CH2:33][CH2:32][NH:31][CH2:30]1)=[O:13]. The catalyst class is: 12. (3) Reactant: [CH:1]1([C:4]2[NH:8][N:7]=[C:6]([NH:9][C:10]3[N:15]=[C:14]([N:16]4[CH2:21][CH2:20][O:19][CH2:18][CH2:17]4)[N:13]=[C:12]([N:22]4[CH2:26][C@@H:25]([O:27][CH3:28])[CH2:24][C@H:23]4[C:29](O)=[O:30])[N:11]=3)[CH:5]=2)[CH2:3][CH2:2]1.Cl.C(N=C=NCCCN(C)C)C.[NH2:44][C@@H:45]1[CH2:50][CH2:49][CH2:48][N:47]([C:51]([O:53][C:54]([CH3:57])([CH3:56])[CH3:55])=[O:52])[CH2:46]1.O.N1(O)C2C=CC=CC=2N=N1.CCN(CC)CC. Product: [CH:1]1([C:4]2[NH:8][N:7]=[C:6]([NH:9][C:10]3[N:15]=[C:14]([N:16]4[CH2:21][CH2:20][O:19][CH2:18][CH2:17]4)[N:13]=[C:12]([N:22]4[CH2:26][C@@H:25]([O:27][CH3:28])[CH2:24][C@H:23]4[C:29]([NH:44][C@@H:45]4[CH2:50][CH2:49][CH2:48][N:47]([C:51]([O:53][C:54]([CH3:57])([CH3:56])[CH3:55])=[O:52])[CH2:46]4)=[O:30])[N:11]=3)[CH:5]=2)[CH2:3][CH2:2]1. The catalyst class is: 3. (4) Reactant: [CH3:1][N:2]1[CH:6]=[CH:5][N:4]=[N:3]1.[Li]CCCC.[Cl:12][C:13]1[C:22]2[C:17](=[CH:18][CH:19]=[C:20]([C:23]([C:25]3[C:26]([CH3:31])=[N:27][O:28][C:29]=3[CH3:30])=[O:24])[CH:21]=2)[N:16]=[C:15]([O:32][CH3:33])[C:14]=1[CH2:34][C:35]1[CH:40]=[CH:39][C:38]([C:41]([F:44])([F:43])[F:42])=[CH:37][CH:36]=1. Product: [Cl:12][C:13]1[C:22]2[C:17](=[CH:18][CH:19]=[C:20]([C:23]([C:25]3[C:26]([CH3:31])=[N:27][O:28][C:29]=3[CH3:30])([C:6]3[N:2]([CH3:1])[N:3]=[N:4][CH:5]=3)[OH:24])[CH:21]=2)[N:16]=[C:15]([O:32][CH3:33])[C:14]=1[CH2:34][C:35]1[CH:36]=[CH:37][C:38]([C:41]([F:43])([F:42])[F:44])=[CH:39][CH:40]=1. The catalyst class is: 1. (5) Reactant: C1(P(C2C=CC=CC=2)C2C=CC=CC=2)C=CC=CC=1.C1COCC1.[N:25]([C@H:28]([C:32]1[CH:37]=[C:36]([F:38])[C:35]([F:39])=[C:34]([F:40])[CH:33]=1)[C@@H:29]([OH:31])[CH3:30])=[N+]=[N-].[C:41](O[C:41]([O:43][C:44]([CH3:47])([CH3:46])[CH3:45])=[O:42])([O:43][C:44]([CH3:47])([CH3:46])[CH3:45])=[O:42]. Product: [C:44]([O:43][C:41](=[O:42])[NH:25][C@H:28]([C:32]1[CH:37]=[C:36]([F:38])[C:35]([F:39])=[C:34]([F:40])[CH:33]=1)[C@@H:29]([OH:31])[CH3:30])([CH3:47])([CH3:46])[CH3:45]. The catalyst class is: 6.